Dataset: Forward reaction prediction with 1.9M reactions from USPTO patents (1976-2016). Task: Predict the product of the given reaction. (1) The product is: [CH:5]([C:4]1[CH:3]=[C:2]([CH:9]=[CH:8][CH:7]=1)[O:1][CH2:11][C:12]([O:14][CH2:15][CH3:16])=[O:13])=[O:6]. Given the reactants [OH:1][C:2]1[CH:3]=[C:4]([CH:7]=[CH:8][CH:9]=1)[CH:5]=[O:6].Br[CH2:11][C:12]([O:14][CH2:15][CH3:16])=[O:13].C(=O)([O-])[O-].[K+].[K+].O, predict the reaction product. (2) The product is: [N:11]1([CH2:10][CH2:9][NH:8][C:6](=[O:7])[O:5][C:1]([CH3:3])([CH3:2])[CH3:4])[CH2:12][CH2:13][NH:14][CH2:15][CH2:16]1. Given the reactants [C:1]([O:5][C:6]([NH:8][CH2:9][CH2:10][N:11]1[CH2:16][CH2:15][N:14](C(OCC2C=CC=CC=2)=O)[CH2:13][CH2:12]1)=[O:7])([CH3:4])([CH3:3])[CH3:2], predict the reaction product. (3) Given the reactants I[C:2]1[CH:3]=[C:4]([NH:9][C:10](=[O:21])[C:11]2[CH:16]=[CH:15][CH:14]=[C:13]([C:17]([F:20])([F:19])[F:18])[CH:12]=2)[CH:5]=[CH:6][C:7]=1[CH3:8].[N+:22](C1C=C(B(O)O)C=CC=1)([O-:24])=[O:23].[C:34]1(C)[CH:39]=[CH:38][CH:37]=[CH:36][CH:35]=1.C([O-])([O-])=O.[K+].[K+], predict the reaction product. The product is: [CH3:8][C:7]1[CH:6]=[CH:5][C:4]([NH:9][C:10](=[O:21])[C:11]2[CH:16]=[CH:15][CH:14]=[C:13]([C:17]([F:20])([F:19])[F:18])[CH:12]=2)([N+:22]([O-:24])=[O:23])[CH2:3][C:2]=1[C:34]1[CH:39]=[CH:38][CH:37]=[CH:36][CH:35]=1. (4) Given the reactants CCCP1(OP(CCC)(=O)OP(CCC)(=O)O1)=O.[NH2:19][C:20]1[C:21]([C:28]([NH2:30])=[O:29])=[N:22][NH:23][C:24]=1[CH:25]([CH3:27])[CH3:26].[N:31]1([CH2:37][CH2:38][O:39][C:40]2[CH:45]=[CH:44][CH:43]=[CH:42][C:41]=2[CH2:46][C:47](O)=[O:48])[CH2:36][CH2:35][O:34][CH2:33][CH2:32]1.C(N(CC)CC)C, predict the reaction product. The product is: [CH:25]([C:24]1[NH:23][N:22]=[C:21]([C:28]([NH2:30])=[O:29])[C:20]=1[NH:19][C:47](=[O:48])[CH2:46][C:41]1[CH:42]=[CH:43][CH:44]=[CH:45][C:40]=1[O:39][CH2:38][CH2:37][N:31]1[CH2:36][CH2:35][O:34][CH2:33][CH2:32]1)([CH3:27])[CH3:26]. (5) Given the reactants [H-].C([Al+]CC(C)C)C(C)C.[Cl:11][C:12]1[CH:13]=[C:14]([CH:19]=[CH:20][C:21]=1[NH:22][NH2:23])[C:15](OC)=[O:16].O, predict the reaction product. The product is: [Cl:11][C:12]1[CH:13]=[C:14]([CH2:15][OH:16])[CH:19]=[CH:20][C:21]=1[NH:22][NH2:23]. (6) The product is: [F:1][C:2]1[CH:3]=[C:4]2[C:8](=[CH:9][CH:10]=1)[NH:7][C:6](=[O:11])[C:5]2=[C:12]1[C:20]2[C:15](=[CH:16][C:17]([CH2:21][CH2:22][CH2:23][O:24][S:35]([CH3:34])(=[O:37])=[O:36])=[CH:18][CH:19]=2)[C:14]([CH3:26])([CH3:25])[O:13]1. Given the reactants [F:1][C:2]1[CH:3]=[C:4]2[C:8](=[CH:9][CH:10]=1)[NH:7][C:6](=[O:11])[C:5]2=[C:12]1[C:20]2[C:15](=[CH:16][C:17]([CH2:21][CH2:22][CH2:23][OH:24])=[CH:18][CH:19]=2)[C:14]([CH3:26])([CH3:25])[O:13]1.C(N(CC)CC)C.[CH3:34][S:35](Cl)(=[O:37])=[O:36], predict the reaction product.